Dataset: Full USPTO retrosynthesis dataset with 1.9M reactions from patents (1976-2016). Task: Predict the reactants needed to synthesize the given product. (1) The reactants are: [CH3:1][O:2][C:3]1[C:8]([CH3:9])=[N:7][CH:6]=[CH:5][N:4]=1.[Br:10]N1C(=O)CCC1=O.N(C(C)(C)C#N)=NC(C)(C)C#N. Given the product [Br:10][CH2:9][C:8]1[C:3]([O:2][CH3:1])=[N:4][CH:5]=[CH:6][N:7]=1, predict the reactants needed to synthesize it. (2) Given the product [CH3:9][C:10]1[N:15]=[C:14]([C:16]([NH2:17])=[O:2])[CH:13]=[C:12]([C:18]([F:21])([F:19])[F:20])[CH:11]=1, predict the reactants needed to synthesize it. The reactants are: C(=O)(O)[O-:2].[Na+].Cl.NO.[CH3:9][C:10]1[N:15]=[C:14]([C:16]#[N:17])[CH:13]=[C:12]([C:18]([F:21])([F:20])[F:19])[CH:11]=1.